Dataset: Full USPTO retrosynthesis dataset with 1.9M reactions from patents (1976-2016). Task: Predict the reactants needed to synthesize the given product. Given the product [CH2:6]([N:45]([CH2:44][C:5]1[CH:6]=[CH:7][C:8]([NH:11][C:12](=[O:27])[C:13]2[CH:14]=[CH:15][C:16]([CH2:19][N:20]([CH2:21][C:22]3[NH:26][CH:25]=[CH:24][N:23]=3)[CH2:42][C:38]3[N:37]([CH2:36][CH2:35][O:34][CH2:33][O:32][CH3:31])[CH:41]=[CH:40][N:39]=3)=[CH:17][CH:18]=2)=[CH:9][CH:10]=1)[CH2:7][CH2:8][CH3:9])[CH2:5][CH3:10], predict the reactants needed to synthesize it. The reactants are: C(N(CCC)[C:5]1[CH:10]=[CH:9][C:8]([NH:11][C:12](=[O:27])[C:13]2[CH:18]=[CH:17][C:16]([CH2:19][NH:20][CH2:21][C:22]3[NH:23][CH:24]=[CH:25][N:26]=3)=[CH:15][CH:14]=2)=[CH:7][CH:6]=1)CC.[CH3:31][O:32][CH2:33][O:34][CH2:35][CH2:36][N:37]1[CH:41]=[CH:40][N:39]=[C:38]1[CH:42]=O.[C:44]([BH3-])#[N:45].[Na+].[OH-].[Na+].